Dataset: Reaction yield outcomes from USPTO patents with 853,638 reactions. Task: Predict the reaction yield, written as a fraction of the theoretical maximum amount of product (1.0 means a 100% yield; for example, 0.34 means a 34% yield). (1) The reactants are [OH:1][C:2]1[CH:7]=[CH:6][C:5]([C:8]2[NH:12][N:11]=[C:10]([C:13]([OH:15])=O)[CH:9]=2)=[CH:4][CH:3]=1.CCN(C(C)C)C(C)C.C1C=CC2N(O)N=NC=2C=1.CCN=C=NCCCN(C)C.Cl.Cl.Cl.[NH2:49][CH2:50][C:51]([N:53]1[CH2:58][CH2:57][CH:56]([NH:59][C:60]2[CH:65]=[CH:64][CH:63]=[CH:62][C:61]=2[Cl:66])[CH2:55][CH2:54]1)=[O:52]. The catalyst is CN(C=O)C.O. The product is [Cl:66][C:61]1[CH:62]=[CH:63][CH:64]=[CH:65][C:60]=1[NH:59][CH:56]1[CH2:55][CH2:54][N:53]([C:51](=[O:52])[CH2:50][NH:49][C:13]([C:10]2[CH:9]=[C:8]([C:5]3[CH:4]=[CH:3][C:2]([OH:1])=[CH:7][CH:6]=3)[NH:12][N:11]=2)=[O:15])[CH2:58][CH2:57]1. The yield is 0.410. (2) The reactants are [OH:1][C@H:2]([C:23]1[CH:28]=[CH:27][CH:26]=[CH:25][CH:24]=1)[CH2:3][CH2:4][N:5]1[CH2:10][CH2:9][CH:8]([C:11]2[CH:12]=[C:13]([NH:17][C:18](=[O:22])[CH:19]([CH3:21])[CH3:20])[CH:14]=[CH:15][CH:16]=2)[CH2:7][CH2:6]1.[F:29][C:30]1[CH:35]=[CH:34][C:33]([C:36]([F:39])([F:38])[F:37])=[CH:32][C:31]=1O.C1(P(C2C=CC=CC=2)C2C=CC=CC=2)C=CC=CC=1.N(C(OCC)=O)=NC(OCC)=O.N. The catalyst is C1COCC1.C(Cl)(Cl)Cl. The product is [F:29][C:30]1[CH:31]=[CH:32][C:33]([C:36]([F:37])([F:38])[F:39])=[CH:34][C:35]=1[O:1][C@@H:2]([C:23]1[CH:24]=[CH:25][CH:26]=[CH:27][CH:28]=1)[CH2:3][CH2:4][N:5]1[CH2:10][CH2:9][CH:8]([C:11]2[CH:12]=[C:13]([NH:17][C:18](=[O:22])[CH:19]([CH3:21])[CH3:20])[CH:14]=[CH:15][CH:16]=2)[CH2:7][CH2:6]1. The yield is 0.337. (3) The reactants are [CH3:1][O:2][C:3]1[CH:4]=[C:5]2[C:10](=[CH:11][C:12]=1[O:13][CH3:14])[N:9]=[CH:8][CH:7]=[C:6]2[O:15][C:16]1[C:22]([CH3:23])=[CH:21][C:19]([NH2:20])=[C:18]([CH3:24])[CH:17]=1.Cl[C:26](Cl)([O:28][C:29](=[O:35])OC(Cl)(Cl)Cl)Cl.[CH3:37][C:38]1[CH:39]=[C:40](CO)[CH:41]=[CH:42][CH:43]=1.C(=O)(O)[O-].[Na+]. The catalyst is C(Cl)Cl.C(N(CC)CC)C.C1(C)C=CC=CC=1. The product is [CH3:1][O:2][C:3]1[CH:4]=[C:5]2[C:10](=[CH:11][C:12]=1[O:13][CH3:14])[N:9]=[CH:8][CH:7]=[C:6]2[O:15][C:16]1[C:22]([CH3:23])=[CH:21][C:19]([NH:20][C:29](=[O:35])[O:28][CH2:26][C:42]2[CH:41]=[CH:40][CH:39]=[C:38]([CH3:37])[CH:43]=2)=[C:18]([CH3:24])[CH:17]=1. The yield is 0.760.